From a dataset of Full USPTO retrosynthesis dataset with 1.9M reactions from patents (1976-2016). Predict the reactants needed to synthesize the given product. Given the product [F:9][C:10]1[CH:17]=[CH:16][C:13]([CH2:14][NH:8][CH2:7][C:4]2[CH:5]=[CH:6][N:1]=[CH:2][CH:3]=2)=[CH:12][CH:11]=1, predict the reactants needed to synthesize it. The reactants are: [N:1]1[CH:6]=[CH:5][C:4]([CH2:7][NH2:8])=[CH:3][CH:2]=1.[F:9][C:10]1[CH:17]=[CH:16][C:13]([CH:14]=O)=[CH:12][CH:11]=1.[BH3-]C#N.[Na+].